Regression/Classification. Given a drug SMILES string, predict its absorption, distribution, metabolism, or excretion properties. Task type varies by dataset: regression for continuous measurements (e.g., permeability, clearance, half-life) or binary classification for categorical outcomes (e.g., BBB penetration, CYP inhibition). Dataset: cyp2c19_veith. From a dataset of CYP2C19 inhibition data for predicting drug metabolism from PubChem BioAssay. (1) The compound is COc1cccc(C(=O)NCCN2CCN(c3ccc(Cl)cc3)CC2)c1. The result is 0 (non-inhibitor). (2) The molecule is N[C@@H](CSc1nc2ccccn2c1[N+](=O)[O-])C(=O)O. The result is 0 (non-inhibitor).